This data is from Full USPTO retrosynthesis dataset with 1.9M reactions from patents (1976-2016). The task is: Predict the reactants needed to synthesize the given product. (1) The reactants are: [C:1]([N:4]1[C:13]2[C:8](=[CH:9][C:10]([C:14]3[CH:22]=[CH:21][C:17]([C:18](O)=[O:19])=[CH:16][CH:15]=3)=[CH:11][CH:12]=2)[C@H:7]([NH:23][C:24]2[CH:29]=[CH:28][C:27]([C:30]#[N:31])=[CH:26][N:25]=2)[CH2:6][C@@H:5]1[CH3:32])(=[O:3])[CH3:2].C(Cl)CCl.C1C=CC2N(O)N=NC=2C=1.Cl.C(N1CCOCC1)C.[NH2:56][CH2:57][C@H:58]([OH:61])[CH2:59][OH:60].C1C=CC2N(O)N=NC=2C=1. Given the product [C:1]([N:4]1[C:13]2[C:8](=[CH:9][C:10]([C:14]3[CH:15]=[CH:16][C:17]([C:18]([NH:56][CH2:57][C@H:58]([OH:61])[CH2:59][OH:60])=[O:19])=[CH:21][CH:22]=3)=[CH:11][CH:12]=2)[C@H:7]([NH:23][C:24]2[CH:29]=[CH:28][C:27]([C:30]#[N:31])=[CH:26][N:25]=2)[CH2:6][C@@H:5]1[CH3:32])(=[O:3])[CH3:2], predict the reactants needed to synthesize it. (2) The reactants are: [Cl:1][C:2]1[CH:31]=[CH:30][C:5]2[N:6]=[C:7]([NH:9][C:10]3[CH:15]=[CH:14][C:13]([C:16]4[N:20]5[CH:21]=[CH:22][CH:23]=[C:24]([C:25]([O:27]CC)=[O:26])[C:19]5=[N:18][N:17]=4)=[CH:12][CH:11]=3)[S:8][C:4]=2[CH:3]=1.[Li+].[OH-]. Given the product [Cl:1][C:2]1[CH:31]=[CH:30][C:5]2[N:6]=[C:7]([NH:9][C:10]3[CH:11]=[CH:12][C:13]([C:16]4[N:20]5[CH:21]=[CH:22][CH:23]=[C:24]([C:25]([OH:27])=[O:26])[C:19]5=[N:18][N:17]=4)=[CH:14][CH:15]=3)[S:8][C:4]=2[CH:3]=1, predict the reactants needed to synthesize it. (3) Given the product [NH2:1][C:4]1[CH:5]=[C:6]([C:11]2[S:15][CH:14]=[N:13][CH:12]=2)[C:7]([OH:10])=[N:8][CH:9]=1, predict the reactants needed to synthesize it. The reactants are: [N+:1]([C:4]1[CH:5]=[C:6]([C:11]2[S:15][CH:14]=[N:13][CH:12]=2)[C:7]([OH:10])=[N:8][CH:9]=1)([O-])=O. (4) The reactants are: [CH3:1][O:2][C:3]1[CH:4]=[C:5]([CH2:15][OH:16])[CH:6]=[C:7]([O:9][CH2:10][CH2:11][CH2:12][O:13][CH3:14])[CH:8]=1.CC#N. Given the product [CH3:1][O:2][C:3]1[CH:4]=[C:5]([CH:6]=[C:7]([O:9][CH2:10][CH2:11][CH2:12][O:13][CH3:14])[CH:8]=1)[CH:15]=[O:16], predict the reactants needed to synthesize it. (5) Given the product [F:1][C:2]1[CH:7]=[CH:6][C:5]([CH2:8][C:9]2[CH:18]=[C:17]3[C:12]([C:13]([OH:25])=[C:14]([C:20]([NH:32][CH2:26][C:27]4[O:31][CH:30]=[CH:29][CH:28]=4)=[O:21])[C:15](=[O:19])[NH:16]3)=[N:11][CH:10]=2)=[CH:4][CH:3]=1, predict the reactants needed to synthesize it. The reactants are: [F:1][C:2]1[CH:7]=[CH:6][C:5]([CH2:8][C:9]2[CH:18]=[C:17]3[C:12]([C:13]([OH:25])=[C:14]([C:20](OCC)=[O:21])[C:15](=[O:19])[NH:16]3)=[N:11][CH:10]=2)=[CH:4][CH:3]=1.[CH2:26]([NH2:32])[C:27]1[O:31][CH:30]=[CH:29][CH:28]=1.